From a dataset of Catalyst prediction with 721,799 reactions and 888 catalyst types from USPTO. Predict which catalyst facilitates the given reaction. (1) Reactant: [CH3:1][C:2]([C:5]1[CH:9]=[CH:8][NH:7][N:6]=1)([CH3:4])[CH3:3].[H-].[Na+].Br[CH:13]1[CH2:17][CH2:16][N:15]([C:18]2[CH:23]=[CH:22][C:21]([Cl:24])=[C:20]([O:25][CH3:26])[CH:19]=2)[C:14]1=[O:27].O. Product: [Cl:24][C:21]1[CH:22]=[CH:23][C:18]([N:15]2[CH2:16][CH2:17][CH:13]([N:7]3[CH:8]=[CH:9][C:5]([C:2]([CH3:4])([CH3:3])[CH3:1])=[N:6]3)[C:14]2=[O:27])=[CH:19][C:20]=1[O:25][CH3:26]. The catalyst class is: 9. (2) Reactant: [O:1]=[C:2]1[C@@H:7]([NH:8][C:9](=[O:15])[O:10][C:11]([CH3:14])([CH3:13])[CH3:12])[CH2:6][CH2:5][CH2:4][NH:3]1.[OH-].[K+].I[CH:19]([CH3:21])[CH3:20]. Product: [CH:19]([N:3]1[CH2:4][CH2:5][CH2:6][C@H:7]([NH:8][C:9](=[O:15])[O:10][C:11]([CH3:12])([CH3:14])[CH3:13])[C:2]1=[O:1])([CH3:21])[CH3:20]. The catalyst class is: 16. (3) Reactant: [CH2:1]([O:8][C:9]1[CH:10]=[C:11]2[C:16](=[CH:17][CH:18]=1)[C:15](=[O:19])[N:14]([CH2:20][CH:21]([CH3:23])[CH3:22])[C:13]([CH2:24][N:25]1C(=O)C3C(=CC=CC=3)C1=O)=[C:12]2[C:36]1[CH:41]=[CH:40][C:39]([F:42])=[CH:38][CH:37]=1)[C:2]1[CH:7]=[CH:6][CH:5]=[CH:4][CH:3]=1.O.NN.C(=O)([O-])O.[Na+].[C:59](O[C:59]([O:61][C:62]([CH3:65])([CH3:64])[CH3:63])=[O:60])([O:61][C:62]([CH3:65])([CH3:64])[CH3:63])=[O:60]. Product: [CH2:1]([O:8][C:9]1[CH:10]=[C:11]2[C:16](=[CH:17][CH:18]=1)[C:15](=[O:19])[N:14]([CH2:20][CH:21]([CH3:22])[CH3:23])[C:13]([CH2:24][NH:25][C:59](=[O:60])[O:61][C:62]([CH3:63])([CH3:64])[CH3:65])=[C:12]2[C:36]1[CH:37]=[CH:38][C:39]([F:42])=[CH:40][CH:41]=1)[C:2]1[CH:3]=[CH:4][CH:5]=[CH:6][CH:7]=1. The catalyst class is: 40. (4) Reactant: [CH2:1]([N:8]1[C:13]([C:14]2[CH:19]=[CH:18][CH:17]=[CH:16][CH:15]=2)=[CH:12][CH:11]=[C:10]([C:20]([O:22]C)=[O:21])[C:9]1=[O:24])[C:2]1[CH:7]=[CH:6][CH:5]=[CH:4][CH:3]=1.C1COCC1.CO.[OH-].[Na+]. Product: [CH2:1]([N:8]1[C:13]([C:14]2[CH:15]=[CH:16][CH:17]=[CH:18][CH:19]=2)=[CH:12][CH:11]=[C:10]([C:20]([OH:22])=[O:21])[C:9]1=[O:24])[C:2]1[CH:3]=[CH:4][CH:5]=[CH:6][CH:7]=1. The catalyst class is: 6. (5) Reactant: [S:1]1[CH:5]=[CH:4][C:3]2[CH:6]=[C:7]([CH2:10][S:11]([NH:14][C@H:15]([C:27]3[CH:32]=[CH:31][CH:30]=[CH:29][CH:28]=3)[C:16]([NH:18][O:19][Si](C(C)(C)C)(C)C)=[O:17])(=[O:13])=[O:12])[CH:8]=[CH:9][C:2]1=2. Product: [S:1]1[CH:5]=[CH:4][C:3]2[CH:6]=[C:7]([CH2:10][S:11]([NH:14][C@H:15]([C:27]3[CH:32]=[CH:31][CH:30]=[CH:29][CH:28]=3)[C:16]([NH:18][OH:19])=[O:17])(=[O:13])=[O:12])[CH:8]=[CH:9][C:2]1=2. The catalyst class is: 56. (6) Reactant: [C:1]([N:4]1[CH2:18][C:15]2([CH2:17][CH2:16]2)[C:14]2[C:13]3[C:8](=[CH:9][CH:10]=[CH:11][CH:12]=3)[NH:7][C:6]=2[CH:5]1[C:19]1[CH:24]=[CH:23][CH:22]=[C:21]([F:25])[CH:20]=1)(=O)[CH3:2].Cl.[OH-].[Na+]. Product: [CH2:1]([N:4]1[CH2:18][C:15]2([CH2:17][CH2:16]2)[C:14]2[C:13]3[C:8](=[CH:9][CH:10]=[CH:11][CH:12]=3)[NH:7][C:6]=2[CH:5]1[C:19]1[CH:24]=[CH:23][CH:22]=[C:21]([F:25])[CH:20]=1)[CH3:2]. The catalyst class is: 7. (7) Reactant: [F:1][C:2]1[CH:7]=[C:6]([F:8])[CH:5]=[CH:4][C:3]=1[OH:9].Br[C:11]([CH3:18])([CH3:17])[C:12]([O:14][CH2:15][CH3:16])=[O:13].C(=O)([O-])[O-].[K+].[K+].O. Product: [F:1][C:2]1[CH:7]=[C:6]([F:8])[CH:5]=[CH:4][C:3]=1[O:9][C:11]([CH3:18])([CH3:17])[C:12]([O:14][CH2:15][CH3:16])=[O:13]. The catalyst class is: 3. (8) Reactant: Br[C:2]1[CH:8]=[CH:7][CH:6]=[C:5](Br)[C:3]=1[NH2:4].C([O-])([O-])=O.[Na+].[Na+].[F:16][C:17]([F:28])([F:27])[C:18]1[CH:23]=[CH:22][C:21](B(O)O)=[CH:20][CH:19]=1. Product: [F:16][C:17]([F:28])([F:27])[C:18]1[CH:23]=[CH:22][C:21]([C:2]2[CH:8]=[CH:7][CH:6]=[C:5]([C:21]3[CH:22]=[CH:23][C:18]([C:17]([F:28])([F:27])[F:16])=[CH:19][CH:20]=3)[C:3]=2[NH2:4])=[CH:20][CH:19]=1. The catalyst class is: 741. (9) Reactant: C(OC(=O)[NH:7][CH:8]([C:16](=[O:27])[NH:17][C:18]1([C:21]2[N:26]=[CH:25][CH:24]=[CH:23][N:22]=2)[CH2:20][CH2:19]1)[CH2:9][CH2:10][N:11]1[N:15]=[CH:14][CH:13]=[N:12]1)(C)(C)C.[C:29]([OH:35])([C:31]([F:34])([F:33])[F:32])=[O:30]. Product: [F:32][C:31]([F:34])([F:33])[C:29]([OH:35])=[O:30].[NH2:7][CH:8]([CH2:9][CH2:10][N:11]1[N:15]=[CH:14][CH:13]=[N:12]1)[C:16]([NH:17][C:18]1([C:21]2[N:26]=[CH:25][CH:24]=[CH:23][N:22]=2)[CH2:19][CH2:20]1)=[O:27]. The catalyst class is: 2. (10) Reactant: [F:1][C:2]1[CH:7]=[C:6]([N+:8]([O-])=O)[CH:5]=[C:4]([F:11])[C:3]=1[N:12]1[CH2:17][CH:16]([CH3:18])[CH2:15][CH:14]([CH3:19])[CH2:13]1.C1COCC1. Product: [CH3:18][CH:16]1[CH2:15][CH:14]([CH3:19])[CH2:13][N:12]([C:3]2[C:4]([F:11])=[CH:5][C:6]([NH2:8])=[CH:7][C:2]=2[F:1])[CH2:17]1. The catalyst class is: 769.